This data is from Full USPTO retrosynthesis dataset with 1.9M reactions from patents (1976-2016). The task is: Predict the reactants needed to synthesize the given product. (1) Given the product [CH2:12]([C:16]1[N:17]=[C:18]([C:21]2[NH:26][C:24]([C:27]([N:29]3[CH2:34][CH2:33][N:32]([C:35]([O:37][C:38]([CH3:41])([CH3:40])[CH3:39])=[O:36])[CH2:31][CH2:30]3)=[O:28])=[CH:23][C:22]=2[CH2:42][C:43]2[C:52]3[C:47](=[CH:48][CH:49]=[CH:50][CH:51]=3)[CH:46]=[CH:45][CH:44]=2)[O:19][CH:20]=1)[CH:13]([CH3:14])[CH3:15], predict the reactants needed to synthesize it. The reactants are: N1C=CC=CN=1.N1C=CC=C1.[CH2:12]([C:16]1[N:17]=[C:18]([C:21]2[N:26]=N[C:24]([C:27]([N:29]3[CH2:34][CH2:33][N:32]([C:35]([O:37][C:38]([CH3:41])([CH3:40])[CH3:39])=[O:36])[CH2:31][CH2:30]3)=[O:28])=[CH:23][C:22]=2[CH2:42][C:43]2[C:52]3[C:47](=[CH:48][CH:49]=[CH:50][CH:51]=3)[CH:46]=[CH:45][CH:44]=2)[O:19][CH:20]=1)[CH:13]([CH3:15])[CH3:14]. (2) Given the product [CH:30]1([CH2:29][O:28][C:22]2[CH:23]=[C:24]([F:27])[CH:25]=[CH:26][C:21]=2[C:20]2[CH:19]=[CH:18][N:17]=[C:16]3[C:12]([C:10]([NH:9][C@H:6]4[CH2:7][CH2:8][C@@H:3]([NH:2][C:39](=[O:40])[C@@H:38]([OH:37])[CH3:42])[CH2:4][CH2:5]4)=[O:11])=[C:13]([CH3:33])[NH:14][C:15]=23)[CH2:31][CH2:32]1, predict the reactants needed to synthesize it. The reactants are: Cl.[NH2:2][C@@H:3]1[CH2:8][CH2:7][C@H:6]([NH:9][C:10]([C:12]2[C:16]3=[N:17][CH:18]=[CH:19][C:20]([C:21]4[CH:26]=[CH:25][C:24]([F:27])=[CH:23][C:22]=4[O:28][CH2:29][CH:30]4[CH2:32][CH2:31]4)=[C:15]3[NH:14][C:13]=2[CH3:33])=[O:11])[CH2:5][CH2:4]1.C([O:37][C@@H:38]([CH3:42])[C:39](Cl)=[O:40])(=O)C. (3) Given the product [C:34]([C:30]1([NH:29][C:27](=[O:28])[CH:26]([O:25][C:21]2[CH:22]=[C:23]3[C:18](=[CH:19][CH:20]=2)[N:17]=[CH:16][C:15]([C:13]#[CH:14])=[CH:24]3)[S:36][CH3:37])[CH2:33][CH2:32][CH2:31]1)#[CH:1], predict the reactants needed to synthesize it. The reactants are: [CH3:1]OP(C(=[N+]=[N-])C(=O)C)(=O)OC.[C:13]([C:15]1[CH:16]=[N:17][C:18]2[C:23]([CH:24]=1)=[CH:22][C:21]([O:25][CH:26]([S:36][CH3:37])[C:27]([NH:29][C:30]1([CH:34]=O)[CH2:33][CH2:32][CH2:31]1)=[O:28])=[CH:20][CH:19]=2)#[CH:14].C(=O)([O-])[O-].[K+].[K+].